Dataset: Forward reaction prediction with 1.9M reactions from USPTO patents (1976-2016). Task: Predict the product of the given reaction. (1) Given the reactants C(N(CC)CC)C.[CH:8]1[CH:13]=[C:12]([N+:14]([O-:16])=[O:15])[C:11]([S:17](Cl)(=[O:19])=[O:18])=[CH:10][CH:9]=1.Cl.[NH2:22][C@H:23]([C@H:26]1[O:30][C:29](=[O:31])[C@H:28]([CH2:32][CH2:33][CH3:34])[CH2:27]1)[CH2:24][OH:25].O1CCCC1, predict the reaction product. The product is: [OH:25][CH2:24][C@H:23]([NH:22][S:17]([C:11]1[CH:10]=[CH:9][CH:8]=[CH:13][C:12]=1[N+:14]([O-:16])=[O:15])(=[O:19])=[O:18])[C@@H:26]1[CH2:27][C@@H:28]([CH2:32][CH2:33][CH3:34])[C:29](=[O:31])[O:30]1. (2) Given the reactants [Br:1][CH2:2][C:3]([OH:5])=[O:4].[OH:6][CH2:7][CH2:8][N:9]1[C:14](=[O:15])[CH2:13][CH2:12][CH:11]([N:16]2[C:24](=[O:25])[C:23]3[C:18](=[CH:19][CH:20]=[CH:21][CH:22]=3)[C:17]2=[O:26])[C:10]1=[O:27].C1CCC(N=C=NC2CCCCC2)CC1, predict the reaction product. The product is: [Br:1][CH2:2][C:3]([OH:5])=[O:4].[OH:6][CH2:7][CH2:8][N:9]1[C:14](=[O:15])[CH2:13][CH2:12][CH:11]([N:16]2[C:17](=[O:26])[C:18]3[C:23](=[CH:22][CH:21]=[CH:20][CH:19]=3)[C:24]2=[O:25])[C:10]1=[O:27]. (3) Given the reactants [CH2:1]([N:8]1[C:12]([CH3:13])=[C:11]([I:14])[CH:10]=[C:9]1[C:15]([NH2:17])=O)[C:2]1[CH:7]=[CH:6][CH:5]=[CH:4][CH:3]=1.C(Cl)(=O)C(Cl)=O, predict the reaction product. The product is: [CH2:1]([N:8]1[C:12]([CH3:13])=[C:11]([I:14])[CH:10]=[C:9]1[C:15]#[N:17])[C:2]1[CH:3]=[CH:4][CH:5]=[CH:6][CH:7]=1.